Dataset: Forward reaction prediction with 1.9M reactions from USPTO patents (1976-2016). Task: Predict the product of the given reaction. (1) Given the reactants [CH2:1]([O:3][C:4]([C:6]1[C:7](=[O:27])[N:8](CC2C=CC(OC)=CC=2)[C:9]2[C:14]([C:15]=1[Cl:16])=[CH:13][C:12]([F:17])=[CH:11][N:10]=2)=[O:5])[CH3:2], predict the reaction product. The product is: [CH2:1]([O:3][C:4]([C:6]1[C:7](=[O:27])[NH:8][C:9]2[C:14]([C:15]=1[Cl:16])=[CH:13][C:12]([F:17])=[CH:11][N:10]=2)=[O:5])[CH3:2]. (2) Given the reactants [N+:1]([C:4]1[CH:12]=[CH:11][CH:10]=[C:9]2[C:5]=1[CH2:6][C:7](=[O:13])[NH:8]2)([O-:3])=[O:2].[H-].[Na+].I[CH3:17].Br[CH2:19][C:20]([O:22][CH2:23][CH3:24])=[O:21], predict the reaction product. The product is: [CH3:17][C:6]1([CH2:19][C:20]([O:22][CH2:23][CH3:24])=[O:21])[C:5]2[C:9](=[CH:10][CH:11]=[CH:12][C:4]=2[N+:1]([O-:3])=[O:2])[NH:8][C:7]1=[O:13]. (3) Given the reactants [F:1][C:2]1[CH:3]=[C:4]([N:8]2[CH2:12][C@H:11]([CH2:13][OH:14])[O:10][C:9]2=[O:15])[CH:5]=[CH:6][CH:7]=1.C(N(CC)CC)C.[C:23](OC(=O)C)(=[O:25])[CH3:24].C(=O)(O)[O-].[Na+], predict the reaction product. The product is: [F:1][C:2]1[CH:3]=[C:4]([N:8]2[CH2:12][CH:11]([CH2:13][O:14][C:23](=[O:25])[CH3:24])[O:10][C:9]2=[O:15])[CH:5]=[CH:6][CH:7]=1. (4) Given the reactants [CH3:1][O:2][C:3]1[CH:8]=[CH:7][C:6]([C:9]2[CH:14]=[CH:13][C:12]([C:15]([NH:17][C@H:18]([C:27]([O:29][CH3:30])=[O:28])[CH2:19][C:20]([O:22][C:23]([CH3:26])([CH3:25])[CH3:24])=[O:21])=[O:16])=[C:11]([N+:31]([O-])=O)[CH:10]=2)=[CH:5][CH:4]=1.C(OCC)(=O)C, predict the reaction product. The product is: [NH2:31][C:11]1[CH:10]=[C:9]([C:6]2[CH:5]=[CH:4][C:3]([O:2][CH3:1])=[CH:8][CH:7]=2)[CH:14]=[CH:13][C:12]=1[C:15]([NH:17][C@H:18]([C:27]([O:29][CH3:30])=[O:28])[CH2:19][C:20]([O:22][C:23]([CH3:24])([CH3:26])[CH3:25])=[O:21])=[O:16]. (5) Given the reactants [NH2:1][C:2]1[CH:3]=[CH:4][C:5]([F:19])=[C:6]([C@:8]2([CH3:18])[C:14]([F:16])([F:15])[CH2:13][O:12][CH2:11][C:10]([NH2:17])=[N:9]2)[CH:7]=1.[F:20][CH:21]([F:33])[CH2:22][O:23][C:24]1[N:25]=[CH:26][C:27]([C:30]([OH:32])=[O:31])=[N:28][CH:29]=1, predict the reaction product. The product is: [CH:30]([OH:32])=[O:31].[NH2:17][C:10]1[CH2:11][O:12][CH2:13][C:14]([F:15])([F:16])[C@:8]([C:6]2[CH:7]=[C:2]([NH:1][C:30]([C:27]3[CH:26]=[N:25][C:24]([O:23][CH2:22][CH:21]([F:33])[F:20])=[CH:29][N:28]=3)=[O:31])[CH:3]=[CH:4][C:5]=2[F:19])([CH3:18])[N:9]=1. (6) The product is: [F:30]/[C:15](/[C:11]1[CH:12]=[C:13]([CH3:14])[N:9]([CH2:8][C:5]2[CH:6]=[CH:7][C:2]([NH:32][CH3:31])=[N:3][CH:4]=2)[N:10]=1)=[CH:16]\[C:17]1[CH:22]=[CH:21][C:20]([C:23]2([C:24]([F:27])([F:26])[F:25])[CH2:29][CH2:28]2)=[CH:19][CH:18]=1. Given the reactants Cl[C:2]1[CH:7]=[CH:6][C:5]([CH2:8][N:9]2[C:13]([CH3:14])=[CH:12][C:11](/[C:15](/[F:30])=[CH:16]/[C:17]3[CH:22]=[CH:21][C:20]([C:23]([CH3:29])([CH3:28])[C:24]([F:27])([F:26])[F:25])=[CH:19][CH:18]=3)=[N:10]2)=[CH:4][N:3]=1.[CH3:31][NH2:32], predict the reaction product.